This data is from Forward reaction prediction with 1.9M reactions from USPTO patents (1976-2016). The task is: Predict the product of the given reaction. (1) Given the reactants [Si:1](Cl)([C:4]([CH3:7])([CH3:6])[CH3:5])([CH3:3])[CH3:2].[Br:9][CH2:10][CH2:11][CH2:12][CH2:13][CH2:14][CH2:15][OH:16].N1C=CN=C1, predict the reaction product. The product is: [Br:9][CH2:10][CH2:11][CH2:12][CH2:13][CH2:14][CH2:15][O:16][Si:1]([C:4]([CH3:7])([CH3:6])[CH3:5])([CH3:3])[CH3:2]. (2) Given the reactants Cl.[CH2:2]([O:9][C:10](=[O:17])[CH2:11][NH:12][C:13](=[O:16])[CH2:14][NH2:15])[C:3]1[CH:8]=[CH:7][CH:6]=[CH:5][CH:4]=1.[C:18]([O:22][C:23](NCC(O)=O)=[O:24])([CH3:21])([CH3:20])[CH3:19].C1(NC2CCCCC2)CCCCC1.C1(C)C=CC(S(O)(=O)=O)=CC=1.C(OC(=O)CN)C1C=CC=CC=1, predict the reaction product. The product is: [CH2:2]([O:9][C:10](=[O:17])[CH2:11][NH:12][C:13](=[O:16])[CH2:14][NH:15][C:23]([O:22][C:18]([CH3:21])([CH3:20])[CH3:19])=[O:24])[C:3]1[CH:4]=[CH:5][CH:6]=[CH:7][CH:8]=1. (3) Given the reactants [CH3:1][C:2]1[C:3]2[C:8]([C:9]([CH3:22])=[C:10]3[C:15]=1[CH:14]=[C:13]([C:16]([OH:18])=O)[C:12]([C:19]([OH:21])=[O:20])=[CH:11]3)=[CH:7][CH:6]=[CH:5][CH:4]=2, predict the reaction product. The product is: [CH3:22][C:9]1[C:8]2[C:3]([C:2]([CH3:1])=[C:15]3[C:10]=1[CH:11]=[C:12]1[C:19]([O:21][C:16](=[O:18])[C:13]1=[CH:14]3)=[O:20])=[CH:4][CH:5]=[CH:6][CH:7]=2. (4) Given the reactants C[O:2][C:3](=[O:36])[C@@H:4]([NH:14][C:15]([C:17]1[S:21][C:20]([NH:22][C:23](=[O:34])[CH2:24][C:25]2[CH:33]=[CH:32][CH:31]=[C:30]3[C:26]=2[CH:27]=[N:28][NH:29]3)=[N:19][C:18]=1[CH3:35])=[O:16])[CH2:5][NH:6][C:7]([C:9]1[S:10][CH:11]=[CH:12][CH:13]=1)=[O:8].O.[OH-].[Li+].C1COCC1.Cl, predict the reaction product. The product is: [NH:29]1[C:30]2[C:26](=[C:25]([CH2:24][C:23]([NH:22][C:20]3[S:21][C:17]([C:15]([NH:14][C@@H:4]([CH2:5][NH:6][C:7]([C:9]4[S:10][CH:11]=[CH:12][CH:13]=4)=[O:8])[C:3]([OH:36])=[O:2])=[O:16])=[C:18]([CH3:35])[N:19]=3)=[O:34])[CH:33]=[CH:32][CH:31]=2)[CH:27]=[N:28]1. (5) Given the reactants [NH2:1][C:2]1[CH:7]=[CH:6][CH:5]=[C:4]([Br:8])[N:3]=1.[C:9]([O:13]CC)(=[O:12])[CH:10]=[CH2:11].C(O)(=O)C.[OH-].[Na+], predict the reaction product. The product is: [Br:8][C:4]1[N:3]=[C:2]([NH:1][CH2:11][CH2:10][C:9]([OH:13])=[O:12])[CH:7]=[CH:6][CH:5]=1. (6) Given the reactants [NH2:1][C:2]1[CH:7]=[C:6]([CH2:8]O)[N:5]=[C:4]([C:10]([O:12][CH3:13])=[O:11])[C:3]=1[Cl:14].S(Cl)([Cl:17])=O, predict the reaction product. The product is: [NH2:1][C:2]1[CH:7]=[C:6]([CH2:8][Cl:17])[N:5]=[C:4]([C:10]([O:12][CH3:13])=[O:11])[C:3]=1[Cl:14]. (7) Given the reactants [Cl:1][C:2]1[CH:7]=[CH:6][C:5]([N+:8]([O-:10])=[O:9])=[CH:4][C:3]=1[S:11](Cl)(=[O:13])=[O:12].[N:15]1([C:21]([O:23][C:24]([CH3:27])([CH3:26])[CH3:25])=[O:22])[CH2:20][CH2:19][NH:18][CH2:17][CH2:16]1.CCOC(C)=O.O, predict the reaction product. The product is: [Cl:1][C:2]1[CH:7]=[CH:6][C:5]([N+:8]([O-:10])=[O:9])=[CH:4][C:3]=1[S:11]([N:18]1[CH2:17][CH2:16][N:15]([C:21]([O:23][C:24]([CH3:27])([CH3:26])[CH3:25])=[O:22])[CH2:20][CH2:19]1)(=[O:13])=[O:12].